From a dataset of Experimentally validated miRNA-target interactions with 360,000+ pairs, plus equal number of negative samples. Binary Classification. Given a miRNA mature sequence and a target amino acid sequence, predict their likelihood of interaction. (1) The miRNA is hsa-miR-1185-1-3p with sequence AUAUACAGGGGGAGACUCUUAU. The protein sequence of the target gene is MAKIKARDLRGKKKEELLKQLDDLKVELSQLRVAKVTGGAASKLSKIRVVRKSIARVLTVINQTQKENLRKFYKGKKYKPLDLRPKKTRAMRRRLNKHEENLKTKKQQRKERLYPLRKYAVKA. Result: 0 (no interaction). (2) The protein sequence of the target gene is MASSCAVQVKLELGHRAQVRKKPTVEGFTHDWMVFVRGPEHSNIQHFVEKVVFHLHESFPRPKRVCKDPPYKVEESGYAGFILPIEVYFKNKEEPKKVRFDYDLFLHLEGHPPVNHLRCEKLTFNNPTEDFRRKLLKAGGDPNRSIHTSSSSSSSSSSSSSSSSSSSSSSSSSSSSSSSSSSSSSSSSSSTSFSKPHKLMKEHKEKPSKDSREHKSAFKEPSRDHNKSSKDSSKKPKENKPLKEEKIVPKMAFKEPKPMSKEPKADSNLLTVTSGQQDKKAPSKRPPASDSEELSAKKRK.... The miRNA is mmu-miR-425-5p with sequence AAUGACACGAUCACUCCCGUUGA. Result: 1 (interaction).